The task is: Predict the product of the given reaction.. This data is from Forward reaction prediction with 1.9M reactions from USPTO patents (1976-2016). The product is: [O:13]1[CH2:12][CH2:11][CH2:10][O:9][CH:8]1[C:6]1[CH:5]=[CH:4][C:3]2[O:14][C:16](=[O:18])[NH:1][C:2]=2[CH:7]=1. Given the reactants [NH2:1][C:2]1[CH:7]=[C:6]([CH:8]2[O:13][CH2:12][CH2:11][CH2:10][O:9]2)[CH:5]=[CH:4][C:3]=1[OH:14].Cl[C:16](Cl)([O:18]C(=O)OC(Cl)(Cl)Cl)Cl, predict the reaction product.